From a dataset of Forward reaction prediction with 1.9M reactions from USPTO patents (1976-2016). Predict the product of the given reaction. Given the reactants [CH3:1][C:2]1[CH:7]=[CH:6][C:5]([CH3:8])=[CH:4][C:3]=1[N:9]1[C:13]([NH2:14])=[CH:12][C:11]([CH3:15])=[N:10]1.CCOCC.[CH3:21][O:22][C:23](=[O:31])[C:24]1[CH:29]=[CH:28][CH:27]=[CH:26][C:25]=1Br.C(=O)([O-])[O-].[Cs+].[Cs+], predict the reaction product. The product is: [CH3:21][O:22][C:23](=[O:31])[C:24]1[CH:29]=[CH:28][CH:27]=[CH:26][C:25]=1[NH:14][C:13]1[N:9]([C:3]2[CH:4]=[C:5]([CH3:8])[CH:6]=[CH:7][C:2]=2[CH3:1])[N:10]=[C:11]([CH3:15])[CH:12]=1.